The task is: Predict the reactants needed to synthesize the given product.. This data is from Full USPTO retrosynthesis dataset with 1.9M reactions from patents (1976-2016). (1) The reactants are: [CH2:1]([O:3][C:4](=[O:31])[CH:5]=[CH:6][C:7]1[CH:8]=[N:9][CH:10]=[CH:11][C:12]=1[N:13]1[CH2:18][CH2:17][CH:16]([CH2:19][O:20][C:21]2[CH:30]=[C:29]3[C:24]([CH2:25][CH2:26][NH:27][CH2:28]3)=[CH:23][CH:22]=2)[CH2:15][CH2:14]1)[CH3:2].C(N(C(C)C)CC)(C)C.[ClH:41].[N:42]1([C:47](N)=[NH:48])C=CC=N1. Given the product [ClH:41].[ClH:41].[CH2:1]([O:3][C:4](=[O:31])[CH:5]=[CH:6][C:7]1[CH:8]=[N:9][CH:10]=[CH:11][C:12]=1[N:13]1[CH2:18][CH2:17][CH:16]([CH2:19][O:20][C:21]2[CH:30]=[C:29]3[C:24]([CH2:25][CH2:26][N:27]([C:47](=[NH:42])[NH2:48])[CH2:28]3)=[CH:23][CH:22]=2)[CH2:15][CH2:14]1)[CH3:2], predict the reactants needed to synthesize it. (2) Given the product [Cl:12][C:10]1[C:9]2[C:4](=[C:5]([Cl:22])[C:6]([O:13][CH2:14][CH2:15][N:16]3[CH2:21][CH2:20][O:19][CH2:18][CH2:17]3)=[CH:7][CH:8]=2)[N:3]=[C:2]([N:28]2[CH:29]=[CH:30][C:26]([CH:23]([CH3:25])[CH3:24])=[N:27]2)[CH:11]=1, predict the reactants needed to synthesize it. The reactants are: Cl[C:2]1[CH:11]=[C:10]([Cl:12])[C:9]2[C:4](=[C:5]([Cl:22])[C:6]([O:13][CH2:14][CH2:15][N:16]3[CH2:21][CH2:20][O:19][CH2:18][CH2:17]3)=[CH:7][CH:8]=2)[N:3]=1.[CH:23]([C:26]1[CH:30]=[CH:29][NH:28][N:27]=1)([CH3:25])[CH3:24].[H-].[Na+]. (3) Given the product [CH:4]([C:3]1[CH:6]=[C:7]([O:10][CH3:11])[CH:8]=[CH:9][C:2]=1[O:1][CH2:13][C:14]1[CH:22]=[CH:21][CH:20]=[C:19]2[C:15]=1[CH:16]=[N:17][N:18]2[C:23]([O:25][C:26]([CH3:29])([CH3:28])[CH3:27])=[O:24])=[O:5], predict the reactants needed to synthesize it. The reactants are: [OH:1][C:2]1[CH:9]=[CH:8][C:7]([O:10][CH3:11])=[CH:6][C:3]=1[CH:4]=[O:5].Cl[CH2:13][C:14]1[CH:22]=[CH:21][CH:20]=[C:19]2[C:15]=1[CH:16]=[N:17][N:18]2[C:23]([O:25][C:26]([CH3:29])([CH3:28])[CH3:27])=[O:24].C([O-])([O-])=O.[K+].[K+]. (4) Given the product [CH3:24][C:4]1[NH:3][C:2]([CH3:1])=[C:7]([C:8]([O:10][CH3:11])=[O:9])[CH:6]([CH2:12][CH2:16][CH:15]([NH:41][CH2:40][CH2:39][CH2:38][N:35]2[CH2:34][CH2:33][CH:32]([C:28]3[CH:29]=[CH:30][CH:31]=[CH:26][CH:27]=3)[CH2:37][CH2:36]2)[CH2:14][CH:17]=[O:19])[C:5]=1[C:20]([O:22][CH3:23])=[O:21], predict the reactants needed to synthesize it. The reactants are: [CH3:1][C:2]1[NH:3][C:4]([CH3:24])=[C:5]([C:20]([O:22][CH3:23])=[O:21])[CH:6]([C@H:12]2[CH2:16][CH2:15][C@@H:14]([C:17]([OH:19])=O)C2)[C:7]=1[C:8]([O:10][CH3:11])=[O:9].C[C:26]1[CH:27]=[C:28]([CH:32]2[CH2:37][CH2:36][N:35]([CH2:38][CH2:39][CH2:40][NH2:41])[CH2:34][CH2:33]2)[CH:29]=[CH:30][CH:31]=1. (5) Given the product [F:1][C:2]1[C:24]([NH2:25])=[CH:23][C:5]2[N:6]([S:13]([C:16]3[CH:17]=[CH:18][C:19]([F:22])=[CH:20][CH:21]=3)(=[O:15])=[O:14])[CH2:7][CH:8]([CH2:10][O:11][CH3:12])[O:9][C:4]=2[CH:3]=1, predict the reactants needed to synthesize it. The reactants are: [F:1][C:2]1[C:24]([N+:25]([O-])=O)=[CH:23][C:5]2[N:6]([S:13]([C:16]3[CH:21]=[CH:20][C:19]([F:22])=[CH:18][CH:17]=3)(=[O:15])=[O:14])[CH2:7][CH:8]([CH2:10][O:11][CH3:12])[O:9][C:4]=2[CH:3]=1.